From a dataset of NCI-60 drug combinations with 297,098 pairs across 59 cell lines. Regression. Given two drug SMILES strings and cell line genomic features, predict the synergy score measuring deviation from expected non-interaction effect. Drug 1: C1=C(C(=O)NC(=O)N1)N(CCCl)CCCl. Drug 2: CCC1=C2CN3C(=CC4=C(C3=O)COC(=O)C4(CC)O)C2=NC5=C1C=C(C=C5)O. Cell line: MDA-MB-231. Synergy scores: CSS=27.9, Synergy_ZIP=-9.14, Synergy_Bliss=-11.4, Synergy_Loewe=-7.86, Synergy_HSA=-4.39.